Predict the reaction yield, written as a fraction of the theoretical maximum amount of product (1.0 means a 100% yield; for example, 0.34 means a 34% yield). From a dataset of Reaction yield outcomes from USPTO patents with 853,638 reactions. The reactants are [OH-].[Na+:2].[C:3]([C:6]1[CH:7]=[CH:8][C:9]([C:12]2[CH:13]=[C:14]3[C:48](=[CH:49][CH:50]=2)[O:47][C:17]2([CH2:22][CH2:21][N:20]([C:23]([C:25]4[CH:30]=[C:29]([O:31][CH2:32][CH3:33])[C:28]([C:34]5[CH:39]=[CH:38][C:37]([C:40]([O:42]C)=[O:41])=[CH:36][CH:35]=5)=[C:27]([O:44][CH2:45][CH3:46])[CH:26]=4)=[O:24])[CH2:19][CH2:18]2)[CH2:16][C:15]3=[O:51])=[N:10][CH:11]=1)(=[O:5])[NH2:4].CO. The catalyst is C1COCC1.O. The product is [C:3]([C:6]1[CH:7]=[CH:8][C:9]([C:12]2[CH:13]=[C:14]3[C:48](=[CH:49][CH:50]=2)[O:47][C:17]2([CH2:22][CH2:21][N:20]([C:23]([C:25]4[CH:26]=[C:27]([O:44][CH2:45][CH3:46])[C:28]([C:34]5[CH:39]=[CH:38][C:37]([C:40]([O-:42])=[O:41])=[CH:36][CH:35]=5)=[C:29]([O:31][CH2:32][CH3:33])[CH:30]=4)=[O:24])[CH2:19][CH2:18]2)[CH2:16][C:15]3=[O:51])=[N:10][CH:11]=1)(=[O:5])[NH2:4].[Na+:2]. The yield is 0.524.